Dataset: Full USPTO retrosynthesis dataset with 1.9M reactions from patents (1976-2016). Task: Predict the reactants needed to synthesize the given product. (1) Given the product [Br:1][C:2]1[CH:3]=[C:4]2[C:5]([CH2:8][CH2:9][C:10]2=[O:12])=[CH:6][CH:7]=1, predict the reactants needed to synthesize it. The reactants are: [Br:1][C:2]1[CH:7]=[CH:6][C:5]([CH2:8][CH2:9][C:10]([OH:12])=O)=[CH:4][CH:3]=1.S(Cl)(Cl)=O.[Cl-].[Cl-].[Cl-].[Al+3]. (2) Given the product [CH3:9][C:3]([CH3:10])([CH2:2][C:12]1[CH:13]=[CH:14][CH:15]=[C:16]([C:18]2[S:19][CH:20]=[C:21]([CH2:23][O:24][CH2:25][O:26][CH2:27][CH2:28][Si:29]([CH3:32])([CH3:31])[CH3:30])[N:22]=2)[N:17]=1)[C:4]([O:6][CH2:7][CH3:8])=[O:5], predict the reactants needed to synthesize it. The reactants are: I[CH2:2][C:3]([CH3:10])([CH3:9])[C:4]([O:6][CH2:7][CH3:8])=[O:5].Br[C:12]1[N:17]=[C:16]([C:18]2[S:19][CH:20]=[C:21]([CH2:23][O:24][CH2:25][O:26][CH2:27][CH2:28][Si:29]([CH3:32])([CH3:31])[CH3:30])[N:22]=2)[CH:15]=[CH:14][CH:13]=1. (3) Given the product [C:9]1([CH2:7]/[CH:6]=[CH:5]/[CH2:4][OH:8])[CH:14]=[CH:13][CH:12]=[CH:11][CH:10]=1, predict the reactants needed to synthesize it. The reactants are: C([Cu])#N.[CH2:4]1[O:8][CH:5]1[CH:6]=[CH2:7].[C:9]1([Mg]Br)[CH:14]=[CH:13][CH:12]=[CH:11][CH:10]=1. (4) Given the product [CH3:14][O:13][CH2:10][C:11]1[O:8][N:7]=[C:6]([C:4]([O:3][CH2:2][CH3:1])=[O:5])[CH:12]=1, predict the reactants needed to synthesize it. The reactants are: [CH3:1][CH2:2][O:3][C:4](/[C:6](/Cl)=[N:7]\[OH:8])=[O:5].[CH2:10]([O:13][CH3:14])[C:11]#[CH:12]. (5) Given the product [C:27]([O:31][C:32](=[O:41])[NH:33][C@H:34]1[CH2:35][CH2:36][C@@H:37]([NH:40][C:24]([C:21]2[C:17]3[N:18]=[CH:19][N:20]=[C:15]([C:7]4[C:8]5[O:12][CH2:11][O:10][C:9]=5[CH:13]=[CH:14][C:6]=4[O:5][CH2:4][CH2:3][O:2][CH3:1])[C:16]=3[NH:23][CH:22]=2)=[O:25])[CH2:38][CH2:39]1)([CH3:30])([CH3:28])[CH3:29], predict the reactants needed to synthesize it. The reactants are: [CH3:1][O:2][CH2:3][CH2:4][O:5][C:6]1[CH:14]=[CH:13][C:9]2[O:10][CH2:11][O:12][C:8]=2[C:7]=1[C:15]1[C:16]2[NH:23][CH:22]=[C:21]([C:24](O)=[O:25])[C:17]=2[N:18]=[CH:19][N:20]=1.[C:27]([O:31][C:32](=[O:41])[NH:33][C@H:34]1[CH2:39][CH2:38][C@@H:37]([NH2:40])[CH2:36][CH2:35]1)([CH3:30])([CH3:29])[CH3:28]. (6) Given the product [CH3:38][O:39][C:40]1[CH:49]=[C:48]([O:50][CH3:51])[CH:47]=[C:46]2[C:41]=1[C:42](=[O:64])[NH:43][C:44]([C:52]1[CH:57]=[CH:56][C:55]([N:58]3[CH2:59][CH2:60][N:61]([C:1](=[O:9])[C:2]4[CH:7]=[CH:6][CH:5]=[N:4][CH:3]=4)[CH2:62][CH2:63]3)=[CH:54][CH:53]=1)=[N:45]2, predict the reactants needed to synthesize it. The reactants are: [C:1]([OH:9])(=O)[C:2]1[CH:7]=[CH:6][CH:5]=[N:4][CH:3]=1.C1C=CC2N(O)N=NC=2C=1.CCN=C=NCCCN(C)C.CCN(CC)CC.[CH3:38][O:39][C:40]1[CH:49]=[C:48]([O:50][CH3:51])[CH:47]=[C:46]2[C:41]=1[C:42](=[O:64])[NH:43][C:44]([C:52]1[CH:57]=[CH:56][C:55]([N:58]3[CH2:63][CH2:62][NH:61][CH2:60][CH2:59]3)=[CH:54][CH:53]=1)=[N:45]2.